This data is from Full USPTO retrosynthesis dataset with 1.9M reactions from patents (1976-2016). The task is: Predict the reactants needed to synthesize the given product. (1) Given the product [F:1][C:2]1[CH:28]=[C:27]([F:29])[CH:26]=[CH:25][C:3]=1[CH2:4][O:5][C:6]1[N:7]=[C:8]([CH3:24])[N:9]([CH2:13][C:14]2[CH:23]=[CH:22][C:17]([C:18]([OH:20])=[O:19])=[CH:16][CH:15]=2)[C:10](=[O:12])[CH:11]=1, predict the reactants needed to synthesize it. The reactants are: [F:1][C:2]1[CH:28]=[C:27]([F:29])[CH:26]=[CH:25][C:3]=1[CH2:4][O:5][C:6]1[N:7]=[C:8]([CH3:24])[N:9]([CH2:13][C:14]2[CH:23]=[CH:22][C:17]([C:18]([O:20]C)=[O:19])=[CH:16][CH:15]=2)[C:10](=[O:12])[CH:11]=1.[OH-].[Na+].C(O)(=O)C. (2) The reactants are: [OH:1][C:2]1[C:7]([CH3:8])=[CH:6][CH:5]=[CH:4][C:3]=1[NH:9][C:10]([C:12]1[CH:16]=[C:15]([CH3:17])[S:14][C:13]=1Br)=[O:11].C(=O)([O-])[O-].[K+].[K+]. Given the product [CH3:17][C:15]1[S:14][C:13]2[O:1][C:2]3[C:7]([CH3:8])=[CH:6][CH:5]=[CH:4][C:3]=3[NH:9][C:10](=[O:11])[C:12]=2[CH:16]=1, predict the reactants needed to synthesize it. (3) Given the product [Cl:20][C:17]1[CH:18]=[CH:19][C:14]([C@H:10]([C:11]([N:70]2[CH2:71][CH2:72][N:67]([C:59]3[C:58]([O:57][CH:54]([CH3:56])[CH3:55])=[CH:63][N:62]=[C:61]4[NH:64][CH:65]=[CH:66][C:60]=34)[CH2:68][CH2:69]2)=[O:12])[CH2:9][N:8]([CH:21]([CH3:23])[CH3:22])[C:6](=[O:7])[O:5][C:1]([CH3:2])([CH3:4])[CH3:3])=[CH:15][CH:16]=1, predict the reactants needed to synthesize it. The reactants are: [C:1]([O:5][C:6]([N:8]([CH:21]([CH3:23])[CH3:22])[CH2:9][C@H:10]([C:14]1[CH:19]=[CH:18][C:17]([Cl:20])=[CH:16][CH:15]=1)[C:11](O)=[O:12])=[O:7])([CH3:4])([CH3:3])[CH3:2].Cl.C(N=C=NCCCN(C)C)C.C1C=CC2N(O)N=NC=2C=1.O.C(N(CC)CC)C.[CH:54]([O:57][C:58]1[C:59]([N:67]2[CH2:72][CH2:71][NH:70][CH2:69][CH2:68]2)=[C:60]2[CH:66]=[CH:65][NH:64][C:61]2=[N:62][CH:63]=1)([CH3:56])[CH3:55]. (4) The reactants are: Cl.[OH:2][NH:3][C:4]([CH:6]1[CH:11]2[CH2:12][CH2:13][N:8]([CH2:9][CH2:10]2)[CH2:7]1)=[NH:5].[N:14]1[CH:19]=[CH:18][CH:17]=[C:16]([C:20]2[O:24][C:23]([C:25]([O-])=O)=[N:22][CH:21]=2)[CH:15]=1.[Li+].C(N(CC)C(C)C)(C)C.F[B-](F)(F)F.N1(OC(N(C)C)=[N+](C)C)C2C=CC=CC=2N=N1.O.ON1C2C=CC=CC=2N=N1. Given the product [N:14]1[CH:19]=[CH:18][CH:17]=[C:16]([C:20]2[O:24][C:23]([C:25]3[O:2][N:3]=[C:4]([CH:6]4[CH:11]5[CH2:10][CH2:9][N:8]([CH2:13][CH2:12]5)[CH2:7]4)[N:5]=3)=[N:22][CH:21]=2)[CH:15]=1, predict the reactants needed to synthesize it. (5) Given the product [Br-:1].[CH2:14]([O:13][C:11](=[O:12])/[CH:10]=[CH:9]/[C:6]1[CH:7]=[CH:8][C:3]([CH2:2][P+:23]([C:24]2[CH:25]=[CH:26][CH:27]=[CH:28][CH:29]=2)([C:30]2[CH:35]=[CH:34][CH:33]=[CH:32][CH:31]=2)[C:17]2[CH:18]=[CH:19][CH:20]=[CH:21][CH:22]=2)=[CH:4][C:5]=1[CH3:16])[CH3:15], predict the reactants needed to synthesize it. The reactants are: [Br:1][CH2:2][C:3]1[CH:8]=[CH:7][C:6](/[CH:9]=[CH:10]/[C:11]([O:13][CH2:14][CH3:15])=[O:12])=[C:5]([CH3:16])[CH:4]=1.[C:17]1([P:23]([C:30]2[CH:35]=[CH:34][CH:33]=[CH:32][CH:31]=2)[C:24]2[CH:29]=[CH:28][CH:27]=[CH:26][CH:25]=2)[CH:22]=[CH:21][CH:20]=[CH:19][CH:18]=1. (6) The reactants are: [NH2:1][C@@H:2]([CH3:18])[CH2:3][N:4]1[CH:8]=[CH:7][C:6]([C:9]2[CH:16]=[CH:15][C:12]([C:13]#[N:14])=[C:11]([Cl:17])[CH:10]=2)=[N:5]1.[NH2:19][C:20]1[S:21][CH:22]=[C:23]([C:25](O)=[O:26])[N:24]=1.CCN(C(C)C)C(C)C.C1C=CC2N(O)N=NC=2C=1.CCN=C=NCCCN(C)C. Given the product [NH2:19][C:20]1[S:21][CH:22]=[C:23]([C:25]([NH:1][C@@H:2]([CH3:18])[CH2:3][N:4]2[CH:8]=[CH:7][C:6]([C:9]3[CH:16]=[CH:15][C:12]([C:13]#[N:14])=[C:11]([Cl:17])[CH:10]=3)=[N:5]2)=[O:26])[N:24]=1, predict the reactants needed to synthesize it. (7) Given the product [NH2:1][C:2]1[N:7]=[C:6]([NH:8][CH2:9][CH2:10][CH2:11][CH3:12])[C:5]([CH2:13][C:14]2[CH:19]=[CH:18][C:17]([CH2:20][C:21]([O:23][CH2:31][CH2:30][CH2:29][CH2:28][N:27]([CH3:33])[CH3:26])=[O:22])=[CH:16][C:15]=2[OH:24])=[C:4]([CH3:25])[N:3]=1, predict the reactants needed to synthesize it. The reactants are: [NH2:1][C:2]1[N:7]=[C:6]([NH:8][CH2:9][CH2:10][CH2:11][CH3:12])[C:5]([CH2:13][C:14]2[CH:19]=[CH:18][C:17]([CH2:20][C:21]([OH:23])=[O:22])=[CH:16][C:15]=2[OH:24])=[C:4]([CH3:25])[N:3]=1.[CH3:26][N:27]([CH3:33])[CH2:28][CH2:29][CH2:30][CH2:31]O. (8) Given the product [C:11]([CH:15]1[CH2:20][CH2:19][CH:18]([O:21][C:22]2[CH:23]=[C:24]3[C:29](=[CH:30][CH:31]=2)[CH:28]=[C:27]([CH2:32][N:1]2[CH2:6][CH2:5][CH2:4][CH2:3][CH:2]2[C:7]([OH:9])=[O:8])[CH:26]=[CH:25]3)[CH2:17][CH2:16]1)([CH3:14])([CH3:13])[CH3:12], predict the reactants needed to synthesize it. The reactants are: [NH:1]1[CH2:6][CH2:5][CH2:4][CH2:3][CH:2]1[C:7]([OH:9])=[O:8].Cl.[C:11]([CH:15]1[CH2:20][CH2:19][CH:18]([O:21][C:22]2[CH:23]=[C:24]3[C:29](=[CH:30][CH:31]=2)[CH:28]=[C:27]([CH:32]=O)[CH:26]=[CH:25]3)[CH2:17][CH2:16]1)([CH3:14])([CH3:13])[CH3:12].ClCCCl.C(O)(=O)C.C(O[BH-](OC(=O)C)OC(=O)C)(=O)C.[Na+]. (9) Given the product [C:1]([O:5][C:6](=[O:18])[NH:7][C:8]1([C:12](=[O:17])[CH3:19])[CH2:9][CH2:10][CH2:11]1)([CH3:2])([CH3:3])[CH3:4], predict the reactants needed to synthesize it. The reactants are: [C:1]([O:5][C:6](=[O:18])[NH:7][C:8]1([C:12](=[O:17])N(OC)C)[CH2:11][CH2:10][CH2:9]1)([CH3:4])([CH3:3])[CH3:2].[CH3:19][Mg]Br.CCOCC.